Dataset: Forward reaction prediction with 1.9M reactions from USPTO patents (1976-2016). Task: Predict the product of the given reaction. (1) Given the reactants C(OC(=O)[NH:7][CH2:8][CH2:9][CH2:10][N:11]1[C:20]2[CH:19]=[CH:18][C:17]([NH2:21])=[CH:16][C:15]=2[C:14]2=[N:22][N:23](C3CCCCO3)[C:24]([CH3:25])=[C:13]2[C:12]1=[O:32])(C)(C)C.NC1C=CC2N(CCCN)[C:40](=[O:49])[C:39]3=C(C)NN=C3C=2C=1, predict the reaction product. The product is: [NH2:7][CH2:8][CH2:9][CH2:10][N:11]1[C:20]2[CH:19]=[CH:18][C:17]([NH:21][C:40](=[O:49])[CH3:39])=[CH:16][C:15]=2[C:14]2=[N:22][NH:23][C:24]([CH3:25])=[C:13]2[C:12]1=[O:32]. (2) Given the reactants Cl[C:2]1[N:7]=[C:6]([C:8]2[CH:13]=[CH:12][C:11]([OH:14])=[C:10]([O:15][CH3:16])[CH:9]=2)[CH:5]=[N:4][CH:3]=1.[CH3:17][N:18]([CH3:39])[CH2:19][CH2:20][NH:21][C:22](=[O:38])[C:23]1[CH:28]=[CH:27][CH:26]=[C:25](B2OC(C)(C)C(C)(C)O2)[CH:24]=1.C1(P(C2C=CC=CC=2)C2C=CC=CC=2)C=CC=CC=1.C(=O)([O-])[O-].[Na+].[Na+], predict the reaction product. The product is: [CH3:17][N:18]([CH3:39])[CH2:19][CH2:20][NH:21][C:22](=[O:38])[C:23]1[CH:28]=[CH:27][CH:26]=[C:25]([C:2]2[CH:3]=[N:4][CH:5]=[C:6]([C:8]3[CH:13]=[CH:12][C:11]([OH:14])=[C:10]([O:15][CH3:16])[CH:9]=3)[N:7]=2)[CH:24]=1. (3) Given the reactants [F:1][C:2]([F:23])([F:22])[C:3]1[CH:4]=[C:5]([NH:9][C:10]2[NH:11][C:12]([C:15]3[CH:20]=[CH:19][CH:18]=[CH:17][C:16]=3O)=[N:13][N:14]=2)[CH:6]=[CH:7][CH:8]=1.[C:24]([O-:27])([O-])=O.[Cs+].[Cs+].BrC1[CH:32]=[N:33][CH:34]=[N:35][CH:36]=1.CN(C=O)C, predict the reaction product. The product is: [N:33]1[CH:32]=[C:24]([O:27][C:18]2[CH:19]=[CH:20][C:15]([C:12]3[NH:11][C:10]([NH:9][C:5]4[CH:6]=[CH:7][CH:8]=[C:3]([C:2]([F:23])([F:22])[F:1])[CH:4]=4)=[N:14][N:13]=3)=[CH:16][CH:17]=2)[CH:36]=[N:35][CH:34]=1. (4) Given the reactants [CH3:1][N:2]([CH3:36])[C:3]([C:5]1[CH:10]=[CH:9][C:8]([C:11]2[CH:16]=[CH:15][C:14]([O:17][CH3:18])=[C:13]([CH2:19][NH:20][CH:21]3[CH2:26][CH2:25][CH:24]([N:27]([CH3:35])[C:28](=[O:34])[O:29][C:30]([CH3:33])([CH3:32])[CH3:31])[CH2:23][CH2:22]3)[CH:12]=2)=[CH:7][CH:6]=1)=[O:4].[Cl:37][C:38]1[C:39]2[CH:49]=[CH:48][CH:47]=[CH:46][C:40]=2[S:41][C:42]=1[C:43](Cl)=[O:44], predict the reaction product. The product is: [Cl:37][C:38]1[C:39]2[CH:49]=[CH:48][CH:47]=[CH:46][C:40]=2[S:41][C:42]=1[C:43]([N:20]([CH2:19][C:13]1[CH:12]=[C:11]([C:8]2[CH:9]=[CH:10][C:5]([C:3](=[O:4])[N:2]([CH3:1])[CH3:36])=[CH:6][CH:7]=2)[CH:16]=[CH:15][C:14]=1[O:17][CH3:18])[CH:21]1[CH2:26][CH2:25][CH:24]([N:27]([CH3:35])[C:28](=[O:34])[O:29][C:30]([CH3:33])([CH3:31])[CH3:32])[CH2:23][CH2:22]1)=[O:44]. (5) Given the reactants [CH2:1]([C:3]1[C:4]([O:12][CH3:13])=[CH:5][C:6]([O:10][CH3:11])=[C:7]([NH2:9])[CH:8]=1)[CH3:2].F[C:15]1[CH:20]=[CH:19][C:18]([C:21]([F:24])([F:23])[F:22])=[CH:17][C:16]=1[N+:25]([O-:27])=[O:26].C(N(CC)CC)C, predict the reaction product. The product is: [CH2:1]([C:3]1[C:4]([O:12][CH3:13])=[CH:5][C:6]([O:10][CH3:11])=[C:7]([NH:9][C:15]2[CH:20]=[CH:19][C:18]([C:21]([F:24])([F:22])[F:23])=[CH:17][C:16]=2[N+:25]([O-:27])=[O:26])[CH:8]=1)[CH3:2].